Dataset: Catalyst prediction with 721,799 reactions and 888 catalyst types from USPTO. Task: Predict which catalyst facilitates the given reaction. Reactant: C([O:3][C:4]([C:6]1[C:7]([C:15]2[CH:20]=[CH:19][CH:18]=[C:17]([CH3:21])[N:16]=2)=[N:8][N:9]2[CH:14]=[CH:13][CH:12]=[CH:11][C:10]=12)=[O:5])C.[OH-].[Na+]. The catalyst class is: 14. Product: [CH3:21][C:17]1[N:16]=[C:15]([C:7]2[C:6]([C:4]([OH:5])=[O:3])=[C:10]3[CH:11]=[CH:12][CH:13]=[CH:14][N:9]3[N:8]=2)[CH:20]=[CH:19][CH:18]=1.